Dataset: Catalyst prediction with 721,799 reactions and 888 catalyst types from USPTO. Task: Predict which catalyst facilitates the given reaction. Reactant: [Cl:1][C:2]1[C:7]2[C:8]([CH:11]3[CH2:13][CH2:12]3)=[N:9][O:10][C:6]=2[CH:5]=[C:4]([O:14]C)[CH:3]=1.B(Br)(Br)Br.CO. Product: [Cl:1][C:2]1[C:7]2[C:8]([CH:11]3[CH2:12][CH2:13]3)=[N:9][O:10][C:6]=2[CH:5]=[C:4]([OH:14])[CH:3]=1. The catalyst class is: 2.